Task: Predict the product of the given reaction.. Dataset: Forward reaction prediction with 1.9M reactions from USPTO patents (1976-2016) Given the reactants [CH:1]([O:4][C:5]1[CH:13]=[CH:12][C:8]([C:9]([OH:11])=O)=[CH:7][C:6]=1[O:14][CH3:15])([CH3:3])[CH3:2].CN(C(ON1N=NC2C=CC=NC1=2)=[N+](C)C)C.F[P-](F)(F)(F)(F)F.CCN(CC)CC.[C:47]([N:51]1[CH:55]=[C:54]2[O:56][C:57]3([CH2:63][C:64](=[O:65])[C:53]2=[N:52]1)[CH2:62][CH2:61][NH:60][CH2:59][CH2:58]3)([CH3:50])([CH3:49])[CH3:48], predict the reaction product. The product is: [C:47]([N:51]1[CH:55]=[C:54]2[O:56][C:57]3([CH2:63][C:64](=[O:65])[C:53]2=[N:52]1)[CH2:62][CH2:61][N:60]([C:9](=[O:11])[C:8]1[CH:12]=[CH:13][C:5]([O:4][CH:1]([CH3:2])[CH3:3])=[C:6]([O:14][CH3:15])[CH:7]=1)[CH2:59][CH2:58]3)([CH3:50])([CH3:48])[CH3:49].